This data is from Full USPTO retrosynthesis dataset with 1.9M reactions from patents (1976-2016). The task is: Predict the reactants needed to synthesize the given product. (1) Given the product [Br:1][C:2]1[CH:3]=[C:4]2[C:9](=[CH:10][CH:11]=1)[C:8]([NH:19][CH:13]1[CH2:18][CH2:17][CH2:16][CH2:15][CH2:14]1)=[N:7][N:6]=[CH:5]2, predict the reactants needed to synthesize it. The reactants are: [Br:1][C:2]1[CH:3]=[C:4]2[C:9](=[CH:10][CH:11]=1)[C:8](Cl)=[N:7][N:6]=[CH:5]2.[CH:13]1([NH2:19])[CH2:18][CH2:17][CH2:16][CH2:15][CH2:14]1.C(=O)([O-])[O-].[K+].[K+]. (2) Given the product [F:38][C:23]1[CH:24]=[C:25]([CH:36]=[CH:37][C:22]=1[NH:21][C:14]([C:11]1([C:9](=[O:10])[NH:8][C:5]2[CH:4]=[CH:3][C:2]([F:1])=[CH:7][CH:6]=2)[CH2:12][CH2:13]1)=[O:16])[O:26][C:27]1[CH:32]=[CH:31][N:30]=[C:29]([C:33]([NH2:35])=[O:34])[CH:28]=1, predict the reactants needed to synthesize it. The reactants are: [F:1][C:2]1[CH:7]=[CH:6][C:5]([NH:8][C:9]([C:11]2([C:14]([OH:16])=O)[CH2:13][CH2:12]2)=[O:10])=[CH:4][CH:3]=1.S(Cl)(Cl)=O.[NH2:21][C:22]1[CH:37]=[CH:36][C:25]([O:26][C:27]2[CH:32]=[CH:31][N:30]=[C:29]([C:33]([NH2:35])=[O:34])[CH:28]=2)=[CH:24][C:23]=1[F:38].